Dataset: Forward reaction prediction with 1.9M reactions from USPTO patents (1976-2016). Task: Predict the product of the given reaction. The product is: [C:20]([CH2:19][CH2:18][N:17]([CH3:16])[S:10]([C:6]1[C:7]([CH3:9])=[CH:8][C:3]([O:2][CH3:1])=[C:4]([CH3:15])[C:5]=1[CH3:14])(=[O:12])=[O:11])#[N:21]. Given the reactants [CH3:1][O:2][C:3]1[CH:8]=[C:7]([CH3:9])[C:6]([S:10](Cl)(=[O:12])=[O:11])=[C:5]([CH3:14])[C:4]=1[CH3:15].[CH3:16][NH:17][CH2:18][CH2:19][C:20]#[N:21].C(N(CC)CC)C.C(OCC)(=O)C, predict the reaction product.